Task: Predict the reaction yield, written as a fraction of the theoretical maximum amount of product (1.0 means a 100% yield; for example, 0.34 means a 34% yield).. Dataset: Reaction yield outcomes from USPTO patents with 853,638 reactions The reactants are C[O:2][C:3]([C:5]1[S:6][CH:7]=[C:8]([Br:10])[CH:9]=1)=[O:4].[OH-:11].[Na+].CO.O.Cl. The catalyst is C(OCC)(=O)C. The product is [Br:10][C:8]1[C:9]([OH:11])=[C:5]([C:3]([OH:2])=[O:4])[S:6][CH:7]=1. The yield is 0.694.